Dataset: NCI-60 drug combinations with 297,098 pairs across 59 cell lines. Task: Regression. Given two drug SMILES strings and cell line genomic features, predict the synergy score measuring deviation from expected non-interaction effect. (1) Drug 1: CC1=C2C(C(=O)C3(C(CC4C(C3C(C(C2(C)C)(CC1OC(=O)C(C(C5=CC=CC=C5)NC(=O)OC(C)(C)C)O)O)OC(=O)C6=CC=CC=C6)(CO4)OC(=O)C)O)C)O. Drug 2: C(CN)CNCCSP(=O)(O)O. Cell line: MALME-3M. Synergy scores: CSS=7.27, Synergy_ZIP=-5.41, Synergy_Bliss=-3.27, Synergy_Loewe=-9.88, Synergy_HSA=-2.03. (2) Drug 1: CC1=C2C(C(=O)C3(C(CC4C(C3C(C(C2(C)C)(CC1OC(=O)C(C(C5=CC=CC=C5)NC(=O)C6=CC=CC=C6)O)O)OC(=O)C7=CC=CC=C7)(CO4)OC(=O)C)O)C)OC(=O)C. Drug 2: C1CN(P(=O)(OC1)NCCCl)CCCl. Cell line: SF-268. Synergy scores: CSS=21.0, Synergy_ZIP=2.70, Synergy_Bliss=1.77, Synergy_Loewe=-13.6, Synergy_HSA=2.11. (3) Drug 1: CN(C)C(=N)N=C(N)N. Drug 2: CCN(CC)CCNC(=O)C1=C(NC(=C1C)C=C2C3=C(C=CC(=C3)F)NC2=O)C. Cell line: T-47D. Synergy scores: CSS=21.3, Synergy_ZIP=14.8, Synergy_Bliss=17.9, Synergy_Loewe=15.4, Synergy_HSA=15.8. (4) Drug 1: CCCCCOC(=O)NC1=NC(=O)N(C=C1F)C2C(C(C(O2)C)O)O. Drug 2: C1=CC=C(C=C1)NC(=O)CCCCCCC(=O)NO. Cell line: NCI-H322M. Synergy scores: CSS=-1.69, Synergy_ZIP=-0.375, Synergy_Bliss=-2.22, Synergy_Loewe=-2.22, Synergy_HSA=-2.69. (5) Drug 1: CCC1(CC2CC(C3=C(CCN(C2)C1)C4=CC=CC=C4N3)(C5=C(C=C6C(=C5)C78CCN9C7C(C=CC9)(C(C(C8N6C)(C(=O)OC)O)OC(=O)C)CC)OC)C(=O)OC)O.OS(=O)(=O)O. Drug 2: C1CN(P(=O)(OC1)NCCCl)CCCl. Cell line: EKVX. Synergy scores: CSS=0.707, Synergy_ZIP=-0.452, Synergy_Bliss=-0.985, Synergy_Loewe=-0.855, Synergy_HSA=-1.03. (6) Drug 2: C1=CN(C=N1)CC(O)(P(=O)(O)O)P(=O)(O)O. Synergy scores: CSS=-0.598, Synergy_ZIP=-5.11, Synergy_Bliss=-16.1, Synergy_Loewe=-16.9, Synergy_HSA=-16.0. Cell line: SK-MEL-28. Drug 1: C1=C(C(=O)NC(=O)N1)N(CCCl)CCCl. (7) Drug 1: CC12CCC3C(C1CCC2=O)CC(=C)C4=CC(=O)C=CC34C. Drug 2: CCC1(CC2CC(C3=C(CCN(C2)C1)C4=CC=CC=C4N3)(C5=C(C=C6C(=C5)C78CCN9C7C(C=CC9)(C(C(C8N6C=O)(C(=O)OC)O)OC(=O)C)CC)OC)C(=O)OC)O.OS(=O)(=O)O. Cell line: M14. Synergy scores: CSS=14.1, Synergy_ZIP=3.25, Synergy_Bliss=3.48, Synergy_Loewe=1.73, Synergy_HSA=1.58.